From a dataset of Catalyst prediction with 721,799 reactions and 888 catalyst types from USPTO. Predict which catalyst facilitates the given reaction. (1) Reactant: [O:1]=[C:2]1[CH2:7][CH2:6][O:5][CH2:4][CH:3]1[N:8]1[C:16](=[O:17])[C:15]2[C:10](=[CH:11][CH:12]=[CH:13][CH:14]=2)[C:9]1=[O:18].[CH2:19](O)[CH2:20][OH:21]. Product: [O:21]1[C:2]2([CH2:7][CH2:6][O:5][CH2:4][CH:3]2[N:8]2[C:9](=[O:18])[C:10]3[C:15](=[CH:14][CH:13]=[CH:12][CH:11]=3)[C:16]2=[O:17])[O:1][CH2:19][CH2:20]1. The catalyst class is: 743. (2) The catalyst class is: 78. Reactant: C([O:8][CH2:9][C:10]([N:12]([CH2:15][CH3:16])[CH2:13][CH3:14])=[O:11])C1C=CC=CC=1. Product: [CH2:13]([N:12]([CH2:15][CH3:16])[C:10](=[O:11])[CH2:9][OH:8])[CH3:14]. (3) The catalyst class is: 14. Reactant: [CH3:1][C:2]1[S:3][C:4]([CH3:32])=[C:5]([CH2:21][C:22]2[CH:27]=[CH:26][C:25]([C:28]([F:31])([F:30])[F:29])=[CH:24][CH:23]=2)[C:6]=1[C:7]([NH:9][C@H:10]([C:12]1[CH:20]=[CH:19][C:15]([C:16]([OH:18])=[O:17])=[CH:14][CH:13]=1)[CH3:11])=[O:8].C1COCC1.O.[OH-].[Na+:40]. Product: [CH3:1][C:2]1[S:3][C:4]([CH3:32])=[C:5]([CH2:21][C:22]2[CH:23]=[CH:24][C:25]([C:28]([F:30])([F:31])[F:29])=[CH:26][CH:27]=2)[C:6]=1[C:7]([NH:9][C@H:10]([C:12]1[CH:20]=[CH:19][C:15]([C:16]([O-:18])=[O:17])=[CH:14][CH:13]=1)[CH3:11])=[O:8].[Na+:40]. (4) Reactant: [NH:1](C(OC(C)(C)C)=O)[C@H:2]([C:6](O)=[O:7])[CH:3]([CH3:5])[CH3:4].CN1CCOCC1.[NH:23]1[CH2:31][CH2:30][CH2:29][C@H:24]1[C:25]([O:27][CH3:28])=[O:26].[ClH:32]. Product: [NH2:1][C@H:2]([C:6]([N:23]1[CH2:31][CH2:30][CH2:29][C@H:24]1[C:25]([O:27][CH3:28])=[O:26])=[O:7])[CH:3]([CH3:5])[CH3:4].[ClH:32]. The catalyst class is: 1. (5) Reactant: [Cl:1][CH2:2][CH:3]1[C:11]2[C:10]3[CH:12]=[CH:13][CH:14]=[CH:15][C:9]=3[CH:8]=[CH:7][C:6]=2[N:5]([C:16](=[O:21])[C:17]([F:20])([F:19])[F:18])[CH2:4]1.[N+:22]([O-])([OH:24])=[O:23]. Product: [Cl:1][CH2:2][CH:3]1[C:11]2[C:10]3[CH:12]=[CH:13][C:14]([N+:22]([O-:24])=[O:23])=[CH:15][C:9]=3[CH:8]=[CH:7][C:6]=2[N:5]([C:16](=[O:21])[C:17]([F:20])([F:18])[F:19])[CH2:4]1. The catalyst class is: 2. (6) The catalyst class is: 8. Reactant: C[O:2][C:3]1[C:8]([CH2:9][N:10]2[CH2:15][CH2:14][CH:13]([CH2:16][CH2:17][C:18]3[CH:23]=[CH:22][CH:21]=[CH:20][C:19]=3[NH:24][CH2:25][C:26]3[CH:31]=[CH:30][CH:29]=[CH:28][CH:27]=3)[CH2:12][CH2:11]2)=[CH:7][CH:6]=[CH:5][N:4]=1.[ClH:32].CO. Product: [ClH:32].[ClH:32].[O:2]=[C:3]1[C:8]([CH2:9][N:10]2[CH2:15][CH2:14][CH:13]([CH2:16][CH2:17][C:18]3[CH:23]=[CH:22][CH:21]=[CH:20][C:19]=3[NH:24][CH2:25][C:26]3[CH:31]=[CH:30][CH:29]=[CH:28][CH:27]=3)[CH2:12][CH2:11]2)=[CH:7][CH:6]=[CH:5][NH:4]1. (7) Reactant: [Cl:1][C:2]1[CH:7]=[CH:6][C:5]([C:8]2[C:12]([CH2:13][O:14][C:15]3[N:20]=[CH:19][C:18]([C:21]([N:23]4[CH2:28][CH2:27][S:26](=[O:30])(=[O:29])[CH2:25][CH2:24]4)=[O:22])=[CH:17][CH:16]=3)=[C:11]([CH3:31])[O:10][N:9]=2)=[CH:4][CH:3]=1.C1C=[N+]([C@@H]2[O:42][C@H](COP(OP(OC[C@H]3O[C@@H](N4C5N=CN=C(N)C=5N=C4)[C@H](OP(O)(O)=O)[C@@H]3O)(O)=O)(O)=O)[C@@H](O)[C@H]2O)C=C(C(N)=O)C=1.[Cl-].[Mg+2].[Cl-].C(#N)C. Product: [Cl:1][C:2]1[CH:3]=[CH:4][C:5]([C:8]2[C:12]([CH2:13][O:14][C:15]3[N:20]=[CH:19][C:18]([C:21]([N:23]4[CH2:24][CH2:25][S:26](=[O:30])(=[O:29])[CH2:27][CH2:28]4)=[O:22])=[CH:17][CH:16]=3)=[C:11]([CH2:31][OH:42])[O:10][N:9]=2)=[CH:6][CH:7]=1. The catalyst class is: 16. (8) Reactant: [NH2:1][C:2]1[CH:19]=[CH:18][C:5]([O:6][CH:7]2[CH2:10][N:9](C(OC(C)(C)C)=O)[CH2:8]2)=[CH:4][C:3]=1[O:20][CH3:21].Cl[C:23]1[N:28]=[C:27]([C:29]2[N:33]3[CH:34]=[CH:35][CH:36]=[CH:37][C:32]3=[N:31][CH:30]=2)[C:26]([Cl:38])=[CH:25][N:24]=1.CC1(C)C2C=CC=C(P(C3C=CC=CC=3)C3C=CC=CC=3)C=2OC2C1=CC=CC=2P(C1C=CC=CC=1)C1C=CC=CC=1.N12CCCN=C1CCCCC2. Product: [NH:9]1[CH2:8][CH:7]([O:6][C:5]2[CH:18]=[CH:19][C:2]([NH:1][C:23]3[N:28]=[C:27]([C:29]4[N:33]5[CH:34]=[CH:35][CH:36]=[CH:37][C:32]5=[N:31][CH:30]=4)[C:26]([Cl:38])=[CH:25][N:24]=3)=[C:3]([O:20][CH3:21])[CH:4]=2)[CH2:10]1. The catalyst class is: 62. (9) Reactant: C[O:2][C:3](=[O:24])[C:4]1[CH:9]=[CH:8][C:7](/[CH:10]=[CH:11]/[C:12]2[C:13]([C:18]3[CH:23]=[CH:22][CH:21]=[CH:20][CH:19]=3)=[N:14][O:15][C:16]=2[CH3:17])=[N:6][CH:5]=1.O.[OH-].[Li+].Cl. Product: [CH3:17][C:16]1[O:15][N:14]=[C:13]([C:18]2[CH:19]=[CH:20][CH:21]=[CH:22][CH:23]=2)[C:12]=1/[CH:11]=[CH:10]/[C:7]1[CH:8]=[CH:9][C:4]([C:3]([OH:24])=[O:2])=[CH:5][N:6]=1. The catalyst class is: 87. (10) Reactant: [Br:1][C:2]1[CH:18]=[CH:17][C:5]2[C:6]3[N:10]([CH2:11][CH2:12][O:13][C:4]=2[CH:3]=1)[CH:9]=[C:8]([C:14]([OH:16])=O)[N:7]=3.[C:19]([O:23][C:24]([NH:26][NH:27][CH:28]([CH3:30])[CH3:29])=[O:25])([CH3:22])([CH3:21])[CH3:20].CCN(C(C)C)C(C)C.CN(C(ON1N=NC2C=CC=NC1=2)=[N+](C)C)C.F[P-](F)(F)(F)(F)F. Product: [C:19]([O:23][C:24]([NH:26][N:27]([C:14]([C:8]1[N:7]=[C:6]2[N:10]([CH2:11][CH2:12][O:13][C:4]3[CH:3]=[C:2]([Br:1])[CH:18]=[CH:17][C:5]=32)[CH:9]=1)=[O:16])[CH:28]([CH3:30])[CH3:29])=[O:25])([CH3:22])([CH3:21])[CH3:20]. The catalyst class is: 3.